Dataset: Forward reaction prediction with 1.9M reactions from USPTO patents (1976-2016). Task: Predict the product of the given reaction. Given the reactants [CH2:1]([O:8][C:9]([NH:11][CH2:12][CH2:13][C:14]1[CH:22]=[CH:21][C:17]([C:18]([OH:20])=[O:19])=[CH:16][CH:15]=1)=[O:10])[C:2]1[CH:7]=[CH:6][CH:5]=[CH:4][CH:3]=1.[C:23](OC(O[C:23]([CH3:26])([CH3:25])[CH3:24])N(C)C)([CH3:26])([CH3:25])[CH3:24], predict the reaction product. The product is: [CH2:1]([O:8][C:9]([NH:11][CH2:12][CH2:13][C:14]1[CH:15]=[CH:16][C:17]([C:18]([O:20][C:23]([CH3:26])([CH3:25])[CH3:24])=[O:19])=[CH:21][CH:22]=1)=[O:10])[C:2]1[CH:3]=[CH:4][CH:5]=[CH:6][CH:7]=1.